Task: Predict the reactants needed to synthesize the given product.. Dataset: Full USPTO retrosynthesis dataset with 1.9M reactions from patents (1976-2016) (1) The reactants are: C1(O)C=CC=CC=1.Cl[C:9]1[CH:16]=[CH:15][C:12]([C:13]#[N:14])=[CH:11][CH:10]=1.[CH:17]([C:20]1[CH:21]=[C:22]([OH:26])[CH:23]=[CH:24][CH:25]=1)([CH3:19])[CH3:18].C(P(C(C)(C)C)C1C=CC=CC=1C1C=CC=CC=1)(C)(C)C.[O-]P([O-])([O-])=O.[K+].[K+].[K+]. Given the product [CH:17]([C:20]1[CH:21]=[C:22]([CH:23]=[CH:24][CH:25]=1)[O:26][C:9]1[CH:16]=[CH:15][C:12]([C:13]#[N:14])=[CH:11][CH:10]=1)([CH3:19])[CH3:18], predict the reactants needed to synthesize it. (2) Given the product [CH3:1][C:2]1[C:11]([CH3:12])=[CH:10][C:9]([NH:13][S:20]([C:14]2[CH:19]=[CH:18][CH:17]=[CH:16][CH:15]=2)(=[O:22])=[O:21])=[C:8]2[C:3]=1[CH:4]=[CH:5][CH:6]=[N:7]2, predict the reactants needed to synthesize it. The reactants are: [CH3:1][C:2]1[C:11]([CH3:12])=[CH:10][C:9]([NH2:13])=[C:8]2[C:3]=1[CH:4]=[CH:5][CH:6]=[N:7]2.[C:14]1([S:20](Cl)(=[O:22])=[O:21])[CH:19]=[CH:18][CH:17]=[CH:16][CH:15]=1. (3) Given the product [ClH:51].[F:33][C:20]1([CH2:19][CH2:18][O:17][C:16]2[CH:34]=[CH:35][C:13]([C:5]3[N:4]=[C:3]([C:1]#[N:2])[C:8]4[N:9]=[CH:10][N:11]([CH3:12])[C:7]=4[CH:6]=3)=[CH:14][C:15]=2[C:36]([F:37])([F:38])[F:39])[CH2:25][CH2:24][NH:23][CH2:22][CH2:21]1.[C:45]([OH:47])([C:44]([F:49])([F:48])[F:43])=[O:46], predict the reactants needed to synthesize it. The reactants are: [C:1]([C:3]1[C:8]2[N:9]=[CH:10][N:11]([CH3:12])[C:7]=2[CH:6]=[C:5]([C:13]2[CH:35]=[CH:34][C:16]([O:17][CH2:18][CH2:19][C:20]3([F:33])[CH2:25][CH2:24][N:23](C(OC(C)(C)C)=O)[CH2:22][CH2:21]3)=[C:15]([C:36]([F:39])([F:38])[F:37])[CH:14]=2)[N:4]=1)#[N:2].C(#N)C.[F:43][C:44]([F:49])([F:48])[C:45]([OH:47])=[O:46].C(Cl)[Cl:51].